This data is from Retrosynthesis with 50K atom-mapped reactions and 10 reaction types from USPTO. The task is: Predict the reactants needed to synthesize the given product. (1) Given the product COC(=O)c1ccc(Oc2ccc(NC(=O)OC(C)(C)C)cc2)c(N)c1, predict the reactants needed to synthesize it. The reactants are: COC(=O)c1ccc(Oc2ccc(NC(=O)OC(C)(C)C)cc2)c([N+](=O)[O-])c1. (2) Given the product Nc1c(Nc2ccon2)cnc2c1COCC2, predict the reactants needed to synthesize it. The reactants are: O=[N+]([O-])c1c(Nc2ccon2)cnc2c1COCC2. (3) The reactants are: CC1CC(N)=NN1c1ccccc1.CCC(=O)OC(=O)CC. Given the product CCC(=O)NC1=NN(c2ccccc2)C(C)C1, predict the reactants needed to synthesize it. (4) Given the product Cn1c(=O)[nH]c2c(c1=O)CN(CCCCO)CC2, predict the reactants needed to synthesize it. The reactants are: Cn1c(=O)[nH]c2c(c1=O)CN(CCCCOC1CCCCO1)CC2. (5) Given the product O=C(O)c1ccc(=O)n(CCCNC(=O)c2ccccn2)c1, predict the reactants needed to synthesize it. The reactants are: COC(=O)c1ccc(=O)n(CCCNC(=O)c2ccccn2)c1. (6) The reactants are: COCCl.O=Cc1ccc(OCc2ccccc2)cc1O. Given the product COCOc1cc(OCc2ccccc2)ccc1C=O, predict the reactants needed to synthesize it. (7) Given the product O=C(c1c(Cl)cccc1Cl)N1CCC(NCc2ccnc3ccccc23)CC1Cc1ccccc1, predict the reactants needed to synthesize it. The reactants are: O=C(c1c(Cl)cccc1Cl)N1CC[C@H](N(Cc2ccnc3ccccc23)C(=O)C(F)(F)F)C[C@H]1Cc1ccccc1.